This data is from Peptide-MHC class II binding affinity with 134,281 pairs from IEDB. The task is: Regression. Given a peptide amino acid sequence and an MHC pseudo amino acid sequence, predict their binding affinity value. This is MHC class II binding data. (1) The MHC is DRB4_0101 with pseudo-sequence DRB4_0103. The binding affinity (normalized) is 0.827. The peptide sequence is LDIELQKTEATQLAT. (2) The peptide sequence is LVSKLYEVVPGILTE. The MHC is DRB1_1302 with pseudo-sequence DRB1_1302. The binding affinity (normalized) is 0.865. (3) The peptide sequence is YLVDGNGRFVFTDITLPNIA. The binding affinity (normalized) is 0.728. The MHC is DRB1_0701 with pseudo-sequence DRB1_0701. (4) The peptide sequence is QLPQFLQPQ. The MHC is DRB1_1101 with pseudo-sequence DRB1_1101. The binding affinity (normalized) is 0.